From a dataset of CYP3A4 inhibition data for predicting drug metabolism from PubChem BioAssay. Regression/Classification. Given a drug SMILES string, predict its absorption, distribution, metabolism, or excretion properties. Task type varies by dataset: regression for continuous measurements (e.g., permeability, clearance, half-life) or binary classification for categorical outcomes (e.g., BBB penetration, CYP inhibition). Dataset: cyp3a4_veith. (1) The compound is FC(F)(F)c1ccccc1-c1nc(NC2CC2)c2ccccc2n1. The result is 1 (inhibitor). (2) The molecule is Nc1c[n+](N2CCOCC2)no1. The result is 0 (non-inhibitor).